This data is from Catalyst prediction with 721,799 reactions and 888 catalyst types from USPTO. The task is: Predict which catalyst facilitates the given reaction. (1) Reactant: C[O:2][C:3]1[N:8]=[CH:7][C:6]([C:9]2[C:13]3=[N:14][CH:15]=[CH:16][CH:17]=[C:12]3[N:11]([CH:18]([CH3:20])[CH3:19])[N:10]=2)=[CH:5][CH:4]=1.Cl. Product: [CH3:20][CH:18]([N:11]1[C:12]2[C:13](=[N:14][CH:15]=[CH:16][CH:17]=2)[C:9]([C:6]2[CH:5]=[CH:4][C:3]([OH:2])=[N:8][CH:7]=2)=[N:10]1)[CH3:19]. The catalyst class is: 5. (2) Reactant: BrC1C=C(F)C=C2C=1C=CC(=O)N2.[Br:14][C:15]1[CH:24]=[C:23]2[C:18]([CH:19]=[CH:20][C:21](=[O:25])[NH:22]2)=[C:17]([F:26])[CH:16]=1.[H-].[Na+].FC1C=C2C(C=CC(=O)N2CCN2CCC(NCC3C=CC4OCC(=O)NC=4N=3)CC2)=CC=1.FC1C=C2C(N=CC(=O)N2[CH2:73][CH2:74][N:75]2[CH2:80][CH2:79][CH:78]([NH:81][C:82](=[O:88])[O:83][C:84]([CH3:87])([CH3:86])[CH3:85])[CH2:77][CH2:76]2)=CC=1. Product: [Br:14][C:15]1[CH:24]=[C:23]2[C:18]([CH:19]=[CH:20][C:21](=[O:25])[N:22]2[CH2:73][CH2:74][N:75]2[CH2:80][CH2:79][CH:78]([NH:81][C:82](=[O:88])[O:83][C:84]([CH3:87])([CH3:86])[CH3:85])[CH2:77][CH2:76]2)=[C:17]([F:26])[CH:16]=1. The catalyst class is: 13. (3) Reactant: [F:1][C:2]1[CH:3]=[C:4]([OH:8])[CH:5]=[CH:6][CH:7]=1.Br[CH2:10][CH2:11][CH2:12][C:13]([O:15]CC)=[O:14].C(=O)([O-])[O-].[K+].[K+].[OH-].[Na+].Cl. Product: [F:1][C:2]1[CH:3]=[C:4]([CH:5]=[CH:6][CH:7]=1)[O:8][CH2:10][CH2:11][CH2:12][C:13]([OH:15])=[O:14]. The catalyst class is: 131. (4) Reactant: O1C=CC=C1[C:6]1[NH:14][C:13]([NH2:15])=[N:12][C:11]2[C:7]=1[N:8]=[CH:9][N:10]=2.[C:16]([C:20]1[CH:25]=[CH:24][C:23]([S:26](Cl)(=[O:28])=[O:27])=[CH:22][CH:21]=1)([CH3:19])([CH3:18])[CH3:17].CCN(CC)CC.[CH2:37]1[CH2:41][O:40][CH2:39][CH2:38]1. Product: [C:16]([C:20]1[CH:25]=[CH:24][C:23]([S:26]([N:10]2[C:9]([C:39]3[O:40][CH:41]=[CH:37][CH:38]=3)=[N:8][C:7]3[C:11]2=[N:12][C:13]([NH2:15])=[N:14][CH:6]=3)(=[O:28])=[O:27])=[CH:22][CH:21]=1)([CH3:19])([CH3:18])[CH3:17]. The catalyst class is: 18. (5) The catalyst class is: 75. Reactant: [CH3:16][C:11]1([CH3:17])[C:12]([CH3:15])([CH3:14])[O:13][B:9]([B:9]2[O:13][C:12]([CH3:15])([CH3:14])[C:11]([CH3:17])([CH3:16])[O:10]2)[O:10]1.CC([O-])=O.[K+].C(Cl)Cl.FC(F)(F)S([O:32][C:33]1[CH2:38][CH:37]([CH3:39])[CH2:36][C:35](=O)[CH:34]=1)(=O)=O. Product: [CH3:39][CH:37]1[CH2:38][C:33](=[O:32])[CH:34]=[C:35]([B:9]2[O:10][C:11]([CH3:16])([CH3:17])[C:12]([CH3:14])([CH3:15])[O:13]2)[CH2:36]1. (6) Reactant: C([O:5][C:6](=[O:39])[CH2:7][CH2:8][C@H:9]([NH:24][C:25]([C:27]1[CH:32]=[CH:31][C:30]([C:33]2[CH:38]=[CH:37][CH:36]=[CH:35][CH:34]=2)=[CH:29][CH:28]=1)=[O:26])[C:10](=[O:23])[NH:11][C:12]([CH3:22])([CH3:21])[CH2:13][C:14]1[CH:19]=[CH:18][C:17]([F:20])=[CH:16][CH:15]=1)(C)(C)C.FC(F)(F)C(O)=O. Product: [C:30]1([C:33]2[CH:38]=[CH:37][CH:36]=[CH:35][CH:34]=2)[CH:29]=[CH:28][C:27]([C:25]([NH:24][C@H:9]([C:10](=[O:23])[NH:11][C:12]([CH3:22])([CH3:21])[CH2:13][C:14]2[CH:15]=[CH:16][C:17]([F:20])=[CH:18][CH:19]=2)[CH2:8][CH2:7][C:6]([OH:39])=[O:5])=[O:26])=[CH:32][CH:31]=1. The catalyst class is: 11. (7) Reactant: [NH2:1][C:2]1([CH2:10][OH:11])[CH:7]2[CH2:8][CH2:9][N:4]([CH2:5][CH2:6]2)[CH2:3]1.[CH3:12][O:13][C:14]1[CH:30]=[CH:29][C:17]2[N:18]=[C:19]([NH:21][C:22](N3C=CN=C3)=S)[S:20][C:16]=2[CH:15]=1.CC(C)N=C=NC(C)C. Product: [CH3:12][O:13][C:14]1[CH:30]=[CH:29][C:17]2[N:18]=[C:19]([NH:21][C:22]3[O:11][CH2:10][C:2]4([N:1]=3)[CH:7]3[CH2:8][CH2:9][N:4]([CH2:5][CH2:6]3)[CH2:3]4)[S:20][C:16]=2[CH:15]=1. The catalyst class is: 3. (8) Reactant: [Cl-].O[NH3+:3].[C:4](=[O:7])([O-])[OH:5].[Na+].CS(C)=O.[F:13][C:14]1[CH:15]=[C:16]([C:40]2[C:41]([C:46]#[N:47])=[CH:42][CH:43]=[CH:44][CH:45]=2)[CH:17]=[CH:18][C:19]=1[CH2:20][C:21]1[C:22](=[O:39])[N:23]([C:33]2[CH:38]=[CH:37][CH:36]=[CH:35][CH:34]=2)[C:24]2[N:25]([N:30]=[CH:31][N:32]=2)[C:26]=1[CH2:27][CH2:28][CH3:29]. Product: [F:13][C:14]1[CH:15]=[C:16]([C:40]2[CH:45]=[CH:44][CH:43]=[CH:42][C:41]=2[C:46]2[NH:3][C:4](=[O:7])[O:5][N:47]=2)[CH:17]=[CH:18][C:19]=1[CH2:20][C:21]1[C:22](=[O:39])[N:23]([C:33]2[CH:38]=[CH:37][CH:36]=[CH:35][CH:34]=2)[C:24]2[N:25]([N:30]=[CH:31][N:32]=2)[C:26]=1[CH2:27][CH2:28][CH3:29]. The catalyst class is: 13. (9) Reactant: C([Li])CCC.Br[C:7]1[S:8][CH:9]=[C:10]([Br:12])[N:11]=1.[O:13]=[C:14]1[CH2:19][CH2:18][N:17]([C:20]([O:22][C:23]([CH3:26])([CH3:25])[CH3:24])=[O:21])[CH2:16][CH2:15]1. Product: [Br:12][C:10]1[N:11]=[C:7]([C:14]2([OH:13])[CH2:15][CH2:16][N:17]([C:20]([O:22][C:23]([CH3:25])([CH3:24])[CH3:26])=[O:21])[CH2:18][CH2:19]2)[S:8][CH:9]=1. The catalyst class is: 4. (10) Reactant: [N:1]1([C:6]2[C:11]([OH:12])=[CH:10][CH:9]=[CH:8][N:7]=2)[CH2:5][CH2:4][CH2:3][CH2:2]1.Br[CH2:14][C:15]([O:17][CH3:18])=[O:16].C(=O)([O-])[O-].[Cs+].[Cs+]. Product: [N:1]1([C:6]2[C:11]([O:12][CH2:14][C:15]([O:17][CH3:18])=[O:16])=[CH:10][CH:9]=[CH:8][N:7]=2)[CH2:2][CH2:3][CH2:4][CH2:5]1. The catalyst class is: 10.